From a dataset of M1 muscarinic receptor agonist screen with 61,833 compounds. Binary Classification. Given a drug SMILES string, predict its activity (active/inactive) in a high-throughput screening assay against a specified biological target. The drug is O=C1N(C(=O)CC1NCc1ccncc1)c1ccc(OC)cc1. The result is 0 (inactive).